Dataset: Forward reaction prediction with 1.9M reactions from USPTO patents (1976-2016). Task: Predict the product of the given reaction. (1) Given the reactants C[O:2][C:3]([C:5]1[CH:23]=[CH:22][C:8]2[N:9]([CH3:21])[C:10]([NH:12][C:13]3[C:18]([Cl:19])=[CH:17][N:16]=[CH:15][C:14]=3[Cl:20])=[N:11][C:7]=2[CH:6]=1)=[O:4].Cl, predict the reaction product. The product is: [Cl:19][C:18]1[CH:17]=[N:16][CH:15]=[C:14]([Cl:20])[C:13]=1[NH:12][C:10]1[N:9]([CH3:21])[C:8]2[CH:22]=[CH:23][C:5]([C:3]([OH:4])=[O:2])=[CH:6][C:7]=2[N:11]=1. (2) Given the reactants CS(C)=O.C(Cl)(=O)C(Cl)=O.[CH2:11]([N:18]1[CH2:23][CH2:22][CH:21]([CH:24]([CH:26]2[C:34]3[C:29](=[CH:30][CH:31]=[CH:32][CH:33]=3)[CH2:28][O:27]2)[OH:25])[CH2:20][CH2:19]1)[C:12]1[CH:17]=[CH:16][CH:15]=[CH:14][CH:13]=1.C(N(CC)CC)C, predict the reaction product. The product is: [CH2:11]([N:18]1[CH2:19][CH2:20][CH:21]([C:24]([CH:26]2[C:34]3[C:29](=[CH:30][CH:31]=[CH:32][CH:33]=3)[CH2:28][O:27]2)=[O:25])[CH2:22][CH2:23]1)[C:12]1[CH:17]=[CH:16][CH:15]=[CH:14][CH:13]=1.